From a dataset of Full USPTO retrosynthesis dataset with 1.9M reactions from patents (1976-2016). Predict the reactants needed to synthesize the given product. (1) Given the product [NH:35]1[C:34]([C@@H:30]2[CH2:31][CH2:32][CH2:33][N:29]2[C:26]([C:19]2[CH:20]=[CH:21][C:22]3[C@@H:23]4[C@H:14]([C@H:11]5[C@@:9]([CH2:25][CH2:24]4)([CH3:10])[C:8]([C:4]4[CH:5]=[N:6][CH:7]=[C:2]([F:1])[CH:3]=4)=[CH:13][CH2:12]5)[CH2:15][CH2:16][C:17]=3[CH:18]=2)=[O:28])=[N:38][N:37]=[N:36]1, predict the reactants needed to synthesize it. The reactants are: [F:1][C:2]1[CH:3]=[C:4]([C:8]2[C@:9]3([CH2:25][CH2:24][C@H:23]4[C@@H:14]([CH2:15][CH2:16][C:17]5[CH:18]=[C:19]([C:26]([OH:28])=O)[CH:20]=[CH:21][C:22]=54)[C@@H:11]3[CH2:12][CH:13]=2)[CH3:10])[CH:5]=[N:6][CH:7]=1.[NH:29]1[CH2:33][CH2:32][CH2:31][C@H:30]1[C:34]1[NH:38][N:37]=[N:36][N:35]=1. (2) Given the product [OH:44][C:28]([CH3:43])([CH3:27])[CH2:29][N:30]([CH2:31][CH2:32][CH2:33][S:34]([CH2:37][CH2:38][C:39]([F:42])([F:40])[F:41])(=[O:35])=[O:36])[CH2:2][CH2:3][CH2:4][CH2:5][CH2:6][CH2:7][C:8]1[C:14]2[CH:15]=[CH:16][C:17]([OH:19])=[CH:18][C:13]=2[CH2:12][CH2:11][CH2:10][C:9]=1[C:20]1[CH:25]=[CH:24][CH:23]=[C:22]([OH:26])[CH:21]=1, predict the reactants needed to synthesize it. The reactants are: Br[CH2:2][CH2:3][CH2:4][CH2:5][CH2:6][CH2:7][C:8]1[C:14]2[CH:15]=[CH:16][C:17]([OH:19])=[CH:18][C:13]=2[CH2:12][CH2:11][CH2:10][C:9]=1[C:20]1[CH:25]=[CH:24][CH:23]=[C:22]([OH:26])[CH:21]=1.[CH3:27][C:28]([OH:44])([CH3:43])[CH2:29][NH:30][CH2:31][CH2:32][CH2:33][S:34]([CH2:37][CH2:38][C:39]([F:42])([F:41])[F:40])(=[O:36])=[O:35]. (3) Given the product [CH2:34]([O:33][C:31](=[O:32])[CH2:30][C:28]1[N:29]=[C:25]([NH:24][C:21]([C:18]2[CH:19]=[CH:20][C:15]3[O:14][CH2:13][CH2:12][N:11]([S:8]([C:4]4[CH:5]=[CH:6][CH:7]=[C:2]([Cl:1])[CH:3]=4)(=[O:9])=[O:10])[C:16]=3[CH:17]=2)=[O:22])[S:26][CH:27]=1)[CH3:35], predict the reactants needed to synthesize it. The reactants are: [Cl:1][C:2]1[CH:3]=[C:4]([S:8]([N:11]2[C:16]3[CH:17]=[C:18]([C:21](O)=[O:22])[CH:19]=[CH:20][C:15]=3[O:14][CH2:13][CH2:12]2)(=[O:10])=[O:9])[CH:5]=[CH:6][CH:7]=1.[NH2:24][C:25]1[S:26][CH:27]=[C:28]([CH2:30][C:31]([O:33][CH2:34][CH3:35])=[O:32])[N:29]=1. (4) Given the product [C:1]1([C:21]([NH2:25])=[O:20])[C:10]2[C:5](=[CH:6][CH:7]=[CH:8][CH:9]=2)[CH:4]=[CH:3][N:2]=1, predict the reactants needed to synthesize it. The reactants are: [CH2:1]1[C:10]2[C:5](=[CH:6][CH:7]=[CH:8][CH:9]=2)[CH2:4][CH:3](C(O)=O)[NH:2]1.ClCCl.ClC([O:20][CH2:21]C(C)C)=O.[NH2:25]C(C1C=CC(C(OC)=O)=CC=1)C. (5) Given the product [Cl:1][C:2]1[CH:3]=[CH:4][C:5]([O:27][CH2:28][CH:29]([CH3:30])[CH3:31])=[C:6]([CH2:8][N:9]2[C:13]([CH3:14])=[CH:12][C:11]([C:15]([NH:32][C:33]3[CH:38]=[N:37][C:36]([C:39]#[N:40])=[CH:35][CH:34]=3)=[O:17])=[N:10]2)[CH:7]=1, predict the reactants needed to synthesize it. The reactants are: [Cl:1][C:2]1[CH:3]=[CH:4][C:5]([O:27][CH2:28][CH:29]([CH3:31])[CH3:30])=[C:6]([CH2:8][N:9]2[C:13]([CH3:14])=[CH:12][C:11]([C:15]([O:17]N3C4C=CC=CC=4N=N3)=O)=[N:10]2)[CH:7]=1.[NH2:32][C:33]1[CH:34]=[CH:35][C:36]([C:39]#[N:40])=[N:37][CH:38]=1. (6) The reactants are: [CH3:1][S:2](Cl)(=[O:4])=[O:3].[OH:6][CH:7]([C:29]1[CH:34]=[CH:33][CH:32]=[CH:31][C:30]=1[O:35][CH3:36])[C:8]1[CH:9]=[CH:10][C:11]([NH:14][C:15]([C:17]2([C:20]3[CH:28]=[CH:27][C:23]4[O:24][CH2:25][O:26][C:22]=4[CH:21]=3)[CH2:19][CH2:18]2)=[O:16])=[N:12][CH:13]=1.CCN(C(C)C)C(C)C. Given the product [CH3:1][S:2]([O:6][CH:7]([C:8]1[CH:13]=[N:12][C:11]([NH:14][C:15]([C:17]2([C:20]3[CH:28]=[CH:27][C:23]4[O:24][CH2:25][O:26][C:22]=4[CH:21]=3)[CH2:19][CH2:18]2)=[O:16])=[CH:10][CH:9]=1)[C:29]1[CH:34]=[CH:33][CH:32]=[CH:31][C:30]=1[O:35][CH3:36])(=[O:4])=[O:3], predict the reactants needed to synthesize it. (7) Given the product [CH3:29][C:28]([CH3:31])([CH3:30])[CH2:27][N:24]1[C:25](=[O:26])[C@H:12]([NH:11][C:47]([C:42]2[CH:43]=[C:44]3[C:39](=[CH:40][CH:41]=2)[CH2:38][C:37]2([C:36](=[O:50])[NH:35][C:34](=[O:51])[N:33]2[CH3:32])[CH2:46][CH2:45]3)=[O:48])[CH2:13][C:14]2[CH:22]=[CH:21][C:20]3[NH:19][N:18]=[CH:17][C:16]=3[C:15]=2[CH2:23]1, predict the reactants needed to synthesize it. The reactants are: CS(O)(=O)=O.CS(O)(=O)=O.[NH2:11][C@H:12]1[C:25](=[O:26])[N:24]([CH2:27][C:28]([CH3:31])([CH3:30])[CH3:29])[CH2:23][C:15]2[C:16]3[CH:17]=[N:18][NH:19][C:20]=3[CH:21]=[CH:22][C:14]=2[CH2:13]1.[CH3:32][N:33]1[C:37]2([CH2:46][CH2:45][C:44]3[C:39](=[CH:40][CH:41]=[C:42]([C:47](O)=[O:48])[CH:43]=3)[CH2:38]2)[C:36](=[O:50])[NH:35][C:34]1=[O:51].C1C=CC2N(O)N=NC=2C=1.C(Cl)CCl.